Dataset: Catalyst prediction with 721,799 reactions and 888 catalyst types from USPTO. Task: Predict which catalyst facilitates the given reaction. (1) Product: [CH:39]1([CH2:42][O:43][C:44]2[CH:52]=[CH:51][C:47]3[O:48][CH2:49][O:50][C:46]=3[C:45]=2[C:53]2[C:54]3[NH:61][CH:60]=[C:59]([C:62]([NH:1][C@H:2]([CH2:32][C:33]4[CH:38]=[CH:37][N:36]=[CH:35][CH:34]=4)[C:3]([N:5]4[CH2:6][CH2:7][CH:8]([N:11]5[N:20]=[C:19]([C:21]6[CH:26]=[CH:25][C:24]([O:27][CH3:28])=[C:23]([O:29][CH3:30])[CH:22]=6)[C@@H:18]6[C@@H:13]([CH2:14][CH2:15][CH2:16][CH2:17]6)[C:12]5=[O:31])[CH2:9][CH2:10]4)=[O:4])=[O:63])[C:55]=3[N:56]=[CH:57][N:58]=2)[CH2:40][CH2:41]1. The catalyst class is: 2. Reactant: [NH2:1][C@H:2]([CH2:32][C:33]1[CH:38]=[CH:37][N:36]=[CH:35][CH:34]=1)[C:3]([N:5]1[CH2:10][CH2:9][CH:8]([N:11]2[N:20]=[C:19]([C:21]3[CH:26]=[CH:25][C:24]([O:27][CH3:28])=[C:23]([O:29][CH3:30])[CH:22]=3)[C@@H:18]3[C@@H:13]([CH2:14][CH2:15][CH2:16][CH2:17]3)[C:12]2=[O:31])[CH2:7][CH2:6]1)=[O:4].[CH:39]1([CH2:42][O:43][C:44]2[CH:52]=[CH:51][C:47]3[O:48][CH2:49][O:50][C:46]=3[C:45]=2[C:53]2[C:54]3[NH:61][CH:60]=[C:59]([C:62](O)=[O:63])[C:55]=3[N:56]=[CH:57][N:58]=2)[CH2:41][CH2:40]1.CCOC(C(C#N)=NOC(N1CCOCC1)=[N+](C)C)=O.F[P-](F)(F)(F)(F)F.CCN(C(C)C)C(C)C. (2) Reactant: [OH:1][C:2]1[CH:3]=[C:4]([CH:7]=[CH:8][CH:9]=1)[C:5]#[N:6].[CH3:10][O:11][C:12](=[O:16])[C:13]#[C:14][CH3:15].N12CCCN=C1CCCCC2. Product: [CH3:10][O:11][C:12](=[O:16])/[CH:13]=[C:14](/[O:1][C:2]1[CH:9]=[CH:8][CH:7]=[C:4]([C:5]#[N:6])[CH:3]=1)\[CH3:15]. The catalyst class is: 7. (3) Reactant: [F:1][C:2]1[CH:3]=[C:4]([OH:10])[CH:5]=[C:6]([O:8][CH3:9])[CH:7]=1.Cl[C:12]1[CH:13]=[CH:14][C:15]([N+:27]([O-:29])=[O:28])=[C:16]([CH2:18][NH:19][C:20](=[O:26])[O:21][C:22]([CH3:25])([CH3:24])[CH3:23])[CH:17]=1.[H-].[Na+]. Product: [F:1][C:2]1[CH:3]=[C:4]([CH:5]=[C:6]([O:8][CH3:9])[CH:7]=1)[O:10][C:12]1[CH:13]=[CH:14][C:15]([N+:27]([O-:29])=[O:28])=[C:16]([CH2:18][NH:19][C:20](=[O:26])[O:21][C:22]([CH3:25])([CH3:24])[CH3:23])[CH:17]=1. The catalyst class is: 9. (4) Reactant: [NH2:1][CH2:2][C:3]1[CH:9]=[CH:8][C:6]([NH2:7])=[CH:5][CH:4]=1.[C:10](O[C:10]([O:12][C:13]([CH3:16])([CH3:15])[CH3:14])=[O:11])([O:12][C:13]([CH3:16])([CH3:15])[CH3:14])=[O:11]. Product: [NH2:7][C:6]1[CH:8]=[CH:9][C:3]([CH2:2][NH:1][C:10](=[O:11])[O:12][C:13]([CH3:16])([CH3:15])[CH3:14])=[CH:4][CH:5]=1. The catalyst class is: 115. (5) Reactant: C1(C([O:14][C:15](=[O:53])[C@H:16]2[CH2:20][C@@H:19]([N:21]3[CH:29]=[C:27]([CH3:28])[C:25](=[O:26])[N:24]([C:30](=[O:37])[C:31]4[CH:36]=[CH:35][CH:34]=[CH:33][CH:32]=4)[C:22]3=[O:23])[CH2:18][N:17]2CCNS(C2C=CC=CC=2[N+]([O-])=O)(=O)=O)C2C=CC=CC=2)C=CC=CC=1.CC(OC(OC(OC(C)(C)C)=O)=O)(C)C.C(N(CC)CC)C. Product: [C:30]([N:24]1[C:25](=[O:26])[C:27]([CH3:28])=[CH:29][N:21]([C@H:19]2[CH2:18][NH:17][C@@H:16]([C:15]([OH:53])=[O:14])[CH2:20]2)[C:22]1=[O:23])(=[O:37])[C:31]1[CH:32]=[CH:33][CH:34]=[CH:35][CH:36]=1. The catalyst class is: 112. (6) Product: [N+:12]([C:10]1[CH:9]=[CH:8][C:5]2[CH:6]=[C:25]([C:24]([O:23][CH3:22])=[O:27])[S:26][C:4]=2[CH:11]=1)([O-:14])=[O:13]. The catalyst class is: 16. Reactant: [N+]([C:4]1[CH:11]=[C:10]([N+:12]([O-:14])=[O:13])[CH:9]=[CH:8][C:5]=1[CH:6]=O)([O-])=O.CCN(CC)CC.[CH3:22][O:23][C:24](=[O:27])[CH2:25][SH:26].